This data is from NCI-60 drug combinations with 297,098 pairs across 59 cell lines. The task is: Regression. Given two drug SMILES strings and cell line genomic features, predict the synergy score measuring deviation from expected non-interaction effect. (1) Drug 1: CC1C(C(CC(O1)OC2CC(OC(C2O)C)OC3=CC4=CC5=C(C(=O)C(C(C5)C(C(=O)C(C(C)O)O)OC)OC6CC(C(C(O6)C)O)OC7CC(C(C(O7)C)O)OC8CC(C(C(O8)C)O)(C)O)C(=C4C(=C3C)O)O)O)O. Drug 2: CN(CC1=CN=C2C(=N1)C(=NC(=N2)N)N)C3=CC=C(C=C3)C(=O)NC(CCC(=O)O)C(=O)O. Cell line: HCT116. Synergy scores: CSS=60.8, Synergy_ZIP=-0.0843, Synergy_Bliss=-3.02, Synergy_Loewe=-4.90, Synergy_HSA=-1.02. (2) Drug 1: CC1=C2C(C(=O)C3(C(CC4C(C3C(C(C2(C)C)(CC1OC(=O)C(C(C5=CC=CC=C5)NC(=O)OC(C)(C)C)O)O)OC(=O)C6=CC=CC=C6)(CO4)OC(=O)C)O)C)O. Drug 2: C1CN1C2=NC(=NC(=N2)N3CC3)N4CC4. Cell line: SK-OV-3. Synergy scores: CSS=24.5, Synergy_ZIP=-0.457, Synergy_Bliss=6.43, Synergy_Loewe=4.08, Synergy_HSA=5.90. (3) Drug 2: CC1=CC2C(CCC3(C2CCC3(C(=O)C)OC(=O)C)C)C4(C1=CC(=O)CC4)C. Drug 1: CC1C(C(CC(O1)OC2CC(CC3=C2C(=C4C(=C3O)C(=O)C5=C(C4=O)C(=CC=C5)OC)O)(C(=O)CO)O)N)O.Cl. Synergy scores: CSS=7.30, Synergy_ZIP=3.91, Synergy_Bliss=1.32, Synergy_Loewe=-5.32, Synergy_HSA=0.282. Cell line: DU-145. (4) Drug 1: C1=NC2=C(N=C(N=C2N1C3C(C(C(O3)CO)O)F)Cl)N. Drug 2: C(CCl)NC(=O)N(CCCl)N=O. Cell line: T-47D. Synergy scores: CSS=6.95, Synergy_ZIP=-4.71, Synergy_Bliss=-2.87, Synergy_Loewe=-2.35, Synergy_HSA=-1.51. (5) Drug 1: C1=CC(=CC=C1CC(C(=O)O)N)N(CCCl)CCCl.Cl. Drug 2: CN(C(=O)NC(C=O)C(C(C(CO)O)O)O)N=O. Cell line: EKVX. Synergy scores: CSS=-1.46, Synergy_ZIP=-0.813, Synergy_Bliss=-2.83, Synergy_Loewe=-4.42, Synergy_HSA=-4.41. (6) Drug 1: CS(=O)(=O)C1=CC(=C(C=C1)C(=O)NC2=CC(=C(C=C2)Cl)C3=CC=CC=N3)Cl. Drug 2: C1=CN(C(=O)N=C1N)C2C(C(C(O2)CO)O)O.Cl. Cell line: UACC62. Synergy scores: CSS=18.3, Synergy_ZIP=0.115, Synergy_Bliss=3.44, Synergy_Loewe=-27.9, Synergy_HSA=3.17.